From a dataset of Reaction yield outcomes from USPTO patents with 853,638 reactions. Predict the reaction yield, written as a fraction of the theoretical maximum amount of product (1.0 means a 100% yield; for example, 0.34 means a 34% yield). (1) The reactants are [Cl:1][C:2]1[CH:3]=[N+:4]([O-])[CH:5]=[CH:6][CH:7]=1.[CH2:9]([N:11](CC)CC)C.[Si](C#N)(C)(C)C. The catalyst is C(#N)C.C(OCC)C. The product is [Cl:1][C:2]1[C:3]([C:9]#[N:11])=[N:4][CH:5]=[CH:6][CH:7]=1. The yield is 0.980. (2) The reactants are C[O:2][C:3]([C:5]1[CH:14]=[CH:13][C:12]2[CH:11]([N:15]([CH:17]3[CH2:19][CH2:18]3)[CH3:16])[CH2:10][CH2:9][C:8]([CH3:21])([CH3:20])[C:7]=2[CH:6]=1)=[O:4].[OH-].[Na+]. The catalyst is CO.O1CCCC1. The product is [CH:17]1([N:15]([CH3:16])[CH:11]2[CH2:10][CH2:9][C:8]([CH3:20])([CH3:21])[C:7]3[CH:6]=[C:5]([C:3]([OH:4])=[O:2])[CH:14]=[CH:13][C:12]2=3)[CH2:19][CH2:18]1. The yield is 1.00. (3) The reactants are [OH:1][C:2]1[CH:7]=[CH:6][N:5]=[CH:4][CH:3]=1.[CH2:8]1[O:10][CH:9]1[CH2:11]O.C1(P(C2C=CC=CC=2)C2C=CC=CC=2)C=CC=CC=1.N(C(OCC)=O)=NC(OCC)=O. The catalyst is C1COCC1. The product is [O:10]1[CH2:8][CH:9]1[CH2:11][O:1][C:2]1[CH:7]=[CH:6][N:5]=[CH:4][CH:3]=1. The yield is 0.201.